Dataset: Drug-target binding data from BindingDB using IC50 measurements. Task: Regression. Given a target protein amino acid sequence and a drug SMILES string, predict the binding affinity score between them. We predict pIC50 (pIC50 = -log10(IC50 in M); higher means more potent). Dataset: bindingdb_ic50. (1) The compound is O=C(O)[C@H]1/C(=C/CO)O[C@@H]2CC(=O)N21. The target protein (Q9F663) has sequence MSLYRRLVLLSCLSWPLAGFSATALTNLVAEPFAKLEQDFGGSIGVYAMDTGSGATVSYRAEERFPLCSSFKGFLAAAVLARSQQQAGLLDTPIRYGKNALVPWSPISEKYLTTGMTVAELSAAAVQYSDNAAANLLLKELGGPAGLTAFMRSIGDTTFRLDRWELELNSAIPGDARDTSSPRAVTESLQKLTLGSALAAPQRQQFVDWLKGNTTGNHRIRAAVPADWAVGDKTGTCGVYGTANDYAVVWPTGRAPIVLAVYTRAPNKDDKHSEAVIAAAARLALEGLGVNGQ. The pIC50 is 5.0. (2) The pIC50 is 4.1. The small molecule is Cc1c(-c2ccc(O)c(O)c2)c(=O)oc2ccc(Br)cc12. The target is SSSEEGLTCRGIPNSISI. (3) The small molecule is COc1ccc2nc(C)cc(N3CCC(NC(=O)Nc4ccccc4)CC3)c2c1. The target protein (P0C559) has sequence MAAQKNNAPKEYGADSITILEGLEAVRKRPGMYIGSTGERGLHHLIWEVVDNAVDEAMAGFATRVDVKIHADGSVEVRDDGRGIPVEMHATGMPTIDVVMTQLHAGGKFDGETYAVSGGLHGVGVSVVNALSTRLEATVLRDGYEWFQYYDRSVPGKLKQGGETKETGTTIRFWADPEIFETTDYNFETVARRLQEMAFLNKGLTIELTDERVTAEEVVDDVVKDTAEAPKTADEKAAEATGPSKVKHRVFHYPGGLVDYVKHINRTKTPIQQSIIDFDGKGPGHEVEIAMQWNAGYSESVHTFANTINTHEGGTHEEGFRAALTSVVNRYAKDKKLLKDKDPNLTGDDIREGLAAVISVKVAEPQFEGQTKTKLGNTEVKSFVQKICNEQLQHWFEANPAEAKTVVNKAVSSAQARIAARKARELVRRKSATDIGGLPGKLADCRSTDPSKSELYVVEGDSAGGSAKSGRDSMFQAILPLRGKIINVEKARIDRVLKNT.... The pIC50 is 4.9. (4) The drug is CC(C)C[C@H](NC(=O)CNC(=O)[C@H](C)NC(=O)[C@H](CCC(N)=O)NC(=O)[C@H](CC(C)C)NC(=O)[C@H](CC(C)C)NC(=O)[C@H](Cc1ccccc1)NC(=O)[C@H](CCCCN)NC(=O)[C@H](CCCNC(=N)N)NC(=O)CNC(=O)[C@H](CC(C)C)NC(=O)[C@@H]1CCCN1)C(=O)N[C@@H](CCCCN)C(=O)N[C@@H](C)C(=O)N[C@@H](CCCCN)C(=O)O. The target protein (P03101) has sequence MSLWLPSEATVYLPPVPVSKVVSTDEYVARTNIYYHAGTSRLLAVGHPYFPIKKPNNNKILVPKVSGLQYRVFRIHLPDPNKFGFPDTSFYNPDTQRLVWACVGVEVGRGQPLGVGISGHPLLNKLDDTENASAYAANAGVDNRECISMDYKQTQLCLIGCKPPIGEHWGKGSPCTNVAVNPGDCPPLELINTVIQDGDMVDTGFGAMDFTTLQANKSEVPLDICTSICKYPDYIKMVSEPYGDSLFFYLRREQMFVRHLFNRAGAVGENVPDDLYIKGSGSTANLASSNYFPTPSGSMVTSDAQIFNKPYWLQRAQGHNNGICWGNQLFVTVVDTTRSTNMSLCAAISTSETTYKNTNFKEYLRHGEEYDLQFIFQLCKITLTADVMTYIHSMNSTILEDWNFGLQPPPGGTLEDTYRFVTSQAIACQKHTPPAPKEDPLKKYTFWEVNLKEKFSADLDQFPLGRKFLLQAGLKAKPKFTLGKRKATPTTSSTSTTAKR.... The pIC50 is 7.3. (5) The compound is CN1CCN(CCCCn2c(O)cn(N=C3CCOc4ccc(C(N)=O)cc43)c2=O)CC1. The target protein (O08703) has sequence AVWDWLILLLVIYTAVFTPYSAAFLLKEPEEDAQTADCGYACQPLAVVDLIVDIMFIVDILINFRTTYVNANEEVVSHPGRIAVHYFKGWFLIDMVAAIPFDLLIFGSGSEELIGLLKTARLLRLVRVARKLDRYSEYGAAVLFLLMCTFALIAHWLACIWY. The pIC50 is 6.3. (6) The drug is CC(C)C[C@@H](C=O)NC(=O)[C@@H](NC(=O)c1cccs1)C(C)C. The target protein sequence is MAEEFITPVYCTGVSAQVQKQRAKELGLGRHENAIKYLGQDYEQLRVHCLQRGALFRDEAFPPVPQSLGFKELGPNSSKTYGIKWKRPTELFSNPQFIVDGATRTDICQGALGACWLLAAIASLTLNDTLLHRVVPHGQSFQDGYAGIFHFQLWQFGEWVDVVVDDLLPTKDGKLVFVHSAQGNEFWSALLEKAYAKVNGSYEALSGGSTSEGFEDFTGGVTEWYELRKAPSDLYNIILKALERGSLLGCSIDISSILDMEAVTFKKLVKGHAYSVTGAKQVNYQGQMVNLIRMRNPWGEVEWTGAWSDGSSEWNGVDPYVREQLRIKMEDGEFWMSFRDFMREFTRLEICNLTPDALKSQRFRNWNTTLYEGTWRRGSTAGGCRNYPATFWVNPQFKIRLEETDDPDPDDYGGRESGCSFLLALMQKHRRRERRFGRDMETIGFAVYEVPPELVGQPAVHLKRDFFLANASRARSEQFINLREVSTRFRLPPGEYVVVP.... The pIC50 is 6.2.